Task: Predict the reactants needed to synthesize the given product.. Dataset: Full USPTO retrosynthesis dataset with 1.9M reactions from patents (1976-2016) (1) The reactants are: O=[C:2]([CH3:10])[CH2:3][C:4]([O:6][CH:7]([CH3:9])[CH3:8])=[O:5].[F:11][C:12]([F:21])([F:20])[C:13]1[CH:14]=[C:15]([CH:17]=[CH:18][CH:19]=1)[NH2:16].C(O)(=O)C. Given the product [F:11][C:12]([F:20])([F:21])[C:13]1[CH:14]=[C:15]([NH:16][C:2]([CH3:10])=[CH:3][C:4]([O:6][CH:7]([CH3:9])[CH3:8])=[O:5])[CH:17]=[CH:18][CH:19]=1, predict the reactants needed to synthesize it. (2) The reactants are: [N:1]1[CH:6]=[CH:5][CH:4]=[CH:3][C:2]=1[NH:7][C:8](=[O:16])OC1C=CC=CC=1.[CH3:17][O:18][C:19]1[C:29]2[N:28]3[CH2:30][C@H:25]([CH2:26][CH2:27]3)[NH:24][C:23]=2[N:22]=[C:21]([C:31]2[CH:36]=[CH:35][CH:34]=[C:33]([C:37]([F:40])([F:39])[F:38])[CH:32]=2)[CH:20]=1. Given the product [CH3:17][O:18][C:19]1[C:29]2[N:28]3[CH2:30][C@H:25]([CH2:26][CH2:27]3)[N:24]([C:8]([NH:7][C:2]3[CH:3]=[CH:4][CH:5]=[CH:6][N:1]=3)=[O:16])[C:23]=2[N:22]=[C:21]([C:31]2[CH:36]=[CH:35][CH:34]=[C:33]([C:37]([F:40])([F:38])[F:39])[CH:32]=2)[CH:20]=1, predict the reactants needed to synthesize it. (3) The reactants are: C(N(CC)C(C)C)(C)C.Cl.[NH:11]1[C:16](=[O:17])[CH2:15][NH:14][CH2:13][C:12]1=[O:18].CCN=C=NCCCN(C)C.C1C=CC2N(O)N=NC=2C=1.[CH2:40]([C:42]1[C:58]([F:59])=[CH:57][C:45]([O:46][C:47]2[CH:55]=[CH:54][C:50]([C:51](O)=[O:52])=[CH:49][C:48]=2[F:56])=[C:44]([O:60][CH3:61])[CH:43]=1)[CH3:41].[Cl-].[NH4+]. Given the product [CH2:40]([C:42]1[C:58]([F:59])=[CH:57][C:45]([O:46][C:47]2[CH:55]=[CH:54][C:50]([C:51]([N:14]3[CH2:15][C:16](=[O:17])[NH:11][C:12](=[O:18])[CH2:13]3)=[O:52])=[CH:49][C:48]=2[F:56])=[C:44]([O:60][CH3:61])[CH:43]=1)[CH3:41], predict the reactants needed to synthesize it. (4) Given the product [NH2:4][CH2:3][C:2]([CH3:1])([CH3:39])[CH2:12][N:13]1[C:17]2[CH:18]=[CH:19][CH:20]=[CH:21][C:16]=2[N:15]=[C:14]1[CH2:22][N:23]([CH2:34][CH2:35][CH:36]([CH3:37])[CH3:38])[CH:24]1[C:33]2[N:32]=[CH:31][CH:30]=[CH:29][C:28]=2[CH2:27][CH2:26][CH2:25]1, predict the reactants needed to synthesize it. The reactants are: [CH3:1][C:2]([CH3:39])([CH2:12][N:13]1[C:17]2[CH:18]=[CH:19][CH:20]=[CH:21][C:16]=2[N:15]=[C:14]1[CH2:22][N:23]([CH2:34][CH2:35][CH:36]([CH3:38])[CH3:37])[CH:24]1[C:33]2[N:32]=[CH:31][CH:30]=[CH:29][C:28]=2[CH2:27][CH2:26][CH2:25]1)[CH2:3][NH:4]C(=O)OC(C)(C)C.N1CC(CN2C3C=CC=CC=3N=C2CN(C)C2C3N=CC=CC=3CCC2)C1. (5) Given the product [Cl:15][C:16]1[C:17]([CH3:35])=[C:18]([C:27]2[CH:28]=[CH:29][C:30]([C:33]#[N:34])=[N:31][CH:32]=2)[C:19]([O:25][CH3:26])=[C:20]([CH:22]([Cl:3])[CH3:23])[CH:21]=1, predict the reactants needed to synthesize it. The reactants are: N1C(Cl)=NC(Cl)=NC=1[Cl:3].CN(C)C=O.[Cl:15][C:16]1[C:17]([CH3:35])=[C:18]([C:27]2[CH:28]=[CH:29][C:30]([C:33]#[N:34])=[N:31][CH:32]=2)[C:19]([O:25][CH3:26])=[C:20]([CH:22](O)[CH3:23])[CH:21]=1. (6) Given the product [Br:19][C:12]1[NH:11][C:10]2[C:9]3=[N:15][N:16]=[CH:17][N:8]3[C:7](=[O:18])[N:6]([CH2:1][CH2:2][CH2:3][CH2:4][CH3:5])[C:14]=2[N:13]=1, predict the reactants needed to synthesize it. The reactants are: [CH2:1]([N:6]1[C:14]2[N:13]=[CH:12][NH:11][C:10]=2[C:9]2=[N:15][N:16]=[CH:17][N:8]2[C:7]1=[O:18])[CH2:2][CH2:3][CH2:4][CH3:5].[Br:19]N1C(=O)CCC1=O. (7) Given the product [OH:1][C:2]1[CH:3]=[C:4]([CH:9]=[C:10]([O:12][CH:20]2[CH2:24][CH2:23][N:22]([CH3:25])[C:21]2=[O:26])[CH:11]=1)[C:5]([O:7][CH3:8])=[O:6], predict the reactants needed to synthesize it. The reactants are: [OH:1][C:2]1[CH:3]=[C:4]([CH:9]=[C:10]([OH:12])[CH:11]=1)[C:5]([O:7][CH3:8])=[O:6].C(=O)([O-])[O-].[K+].[K+].Br[CH:20]1[CH2:24][CH2:23][N:22]([CH3:25])[C:21]1=[O:26]. (8) Given the product [C:1]([C:4]1[C:5]([C:26]2[CH:27]=[CH:28][C:29]([C:30]([OH:32])=[O:31])=[CH:34][CH:35]=2)=[N:6][C:7]2[N:8]([N:11]=[CH:12][C:13]=2[C:14]2[CH:15]=[N:16][C:17]([C:20]3[CH:25]=[CH:24][CH:23]=[CH:22][CH:21]=3)=[CH:18][CH:19]=2)[C:9]=1[NH2:10])(=[O:3])[CH3:2], predict the reactants needed to synthesize it. The reactants are: [C:1]([C:4]1[C:5]([C:26]2[CH:35]=[CH:34][C:29]([C:30]([O:32]C)=[O:31])=[CH:28][CH:27]=2)=[N:6][C:7]2[N:8]([N:11]=[CH:12][C:13]=2[C:14]2[CH:15]=[N:16][C:17]([C:20]3[CH:25]=[CH:24][CH:23]=[CH:22][CH:21]=3)=[CH:18][CH:19]=2)[C:9]=1[NH2:10])(=[O:3])[CH3:2].[Li+].[OH-]. (9) Given the product [CH3:22][C:21]([OH:29])([CH2:20][N:18]1[CH:19]=[C:15]([C:13]2[CH:14]=[C:9]([NH:8][C:4]3[N:3]=[C:2]([CH3:1])[CH:7]=[CH:6][N:5]=3)[CH:10]=[C:11]([CH3:24])[CH:12]=2)[N:16]=[N:17]1)[CH2:23][OH:38], predict the reactants needed to synthesize it. The reactants are: [CH3:1][C:2]1[CH:7]=[CH:6][N:5]=[C:4]([NH:8][C:9]2[CH:14]=[C:13]([C:15]3[N:16]=[N:17][N:18]([CH2:20][C:21]([CH3:23])=[CH2:22])[CH:19]=3)[CH:12]=[C:11]([CH3:24])[CH:10]=2)[N:3]=1.C[N+]1([O-])CC[O:29]CC1.C1COCC1.[OH2:38].